Dataset: Full USPTO retrosynthesis dataset with 1.9M reactions from patents (1976-2016). Task: Predict the reactants needed to synthesize the given product. (1) Given the product [Cl:1][C:2]1[CH:7]=[CH:6][N:5]=[C:4]([C:8]([NH:12][CH2:13][CH:14]2[CH2:16][CH2:15]2)=[O:10])[CH:3]=1, predict the reactants needed to synthesize it. The reactants are: [Cl:1][C:2]1[CH:7]=[CH:6][N:5]=[C:4]([C:8]([OH:10])=O)[CH:3]=1.Cl.[NH2:12][CH2:13][CH:14]1[CH2:16][CH2:15]1.Cl.C(N=C=NCCCN(CC)CC)C.ON1C2C=CC=CC=2N=N1. (2) Given the product [CH3:20][O:19][CH2:18][CH2:17][N:12]([C:9]1[CH:10]=[C:11]2[C:6](=[CH:7][CH:8]=1)[CH:5]=[N:4][CH:3]=[C:2]2[C:30]1[CH:29]=[CH:28][C:27]([C:25]2[CH:24]=[N:23][N:22]([CH3:21])[CH:26]=2)=[CH:32][CH:31]=1)[S:13]([CH3:16])(=[O:15])=[O:14], predict the reactants needed to synthesize it. The reactants are: Cl[C:2]1[C:11]2[C:6](=[CH:7][CH:8]=[C:9]([N:12]([CH2:17][CH2:18][O:19][CH3:20])[S:13]([CH3:16])(=[O:15])=[O:14])[CH:10]=2)[CH:5]=[N:4][CH:3]=1.[CH3:21][N:22]1[CH:26]=[C:25]([C:27]2[CH:32]=[CH:31][C:30](B3OC(C)(C)C(C)(C)O3)=[CH:29][CH:28]=2)[CH:24]=[N:23]1.C([O-])([O-])=O.[Na+].[Na+]. (3) The reactants are: O=[C:2]1[CH2:7][CH2:6][CH2:5][S:4][CH:3]1[C:8]([O:10]C)=O.[Cl:12][C:13]1[CH:14]=[C:15]([CH:19]=[CH:20][CH:21]=1)[C:16]([NH2:18])=[NH:17]. Given the product [Cl:12][C:13]1[CH:14]=[C:15]([C:16]2[N:17]=[C:8]([OH:10])[C:3]3[S:4][CH2:5][CH2:6][CH2:7][C:2]=3[N:18]=2)[CH:19]=[CH:20][CH:21]=1, predict the reactants needed to synthesize it. (4) Given the product [C:1]([C:9]1[CH:14]=[CH:13][CH:12]=[CH:11][C:10]=1[NH:15][S:16]([C:19]1[CH:31]=[CH:30][C:22]([C:23]([NH:25][CH2:26][C:27](=[O:29])[N:42]2[CH2:41][CH2:40][N:39]([CH2:38][CH2:37][N:32]3[CH2:33][CH2:34][CH2:35][CH2:36]3)[CH2:44][CH2:43]2)=[O:24])=[CH:21][CH:20]=1)(=[O:17])=[O:18])(=[O:8])[C:2]1[CH:7]=[CH:6][CH:5]=[CH:4][CH:3]=1, predict the reactants needed to synthesize it. The reactants are: [C:1]([C:9]1[CH:14]=[CH:13][CH:12]=[CH:11][C:10]=1[NH:15][S:16]([C:19]1[CH:31]=[CH:30][C:22]([C:23]([NH:25][CH2:26][C:27]([OH:29])=O)=[O:24])=[CH:21][CH:20]=1)(=[O:18])=[O:17])(=[O:8])[C:2]1[CH:7]=[CH:6][CH:5]=[CH:4][CH:3]=1.[N:32]1([CH2:37][CH2:38][N:39]2[CH2:44][CH2:43][NH:42][CH2:41][CH2:40]2)[CH2:36][CH2:35][CH2:34][CH2:33]1. (5) Given the product [CH2:12]([C:9]1([OH:10])[C:1]2([CH2:4][CH2:3][CH2:2]2)[CH:5]2[CH2:11][CH:8]1[CH2:7][CH2:6]2)[CH3:13].[C:1]12([CH:9]([OH:10])[CH:8]3[CH2:11][CH:5]1[CH2:6][CH2:7]3)[CH2:4][CH2:3][CH2:2]2, predict the reactants needed to synthesize it. The reactants are: [C:1]12([C:9](=[O:10])[CH:8]3[CH2:11][CH:5]1[CH2:6][CH2:7]3)[CH2:4][CH2:3][CH2:2]2.[CH2:12]([Mg]Br)[CH3:13].CCOCC.O. (6) The reactants are: [C:1]([O:5][CH2:6]Cl)(=[O:4])[CH2:2][CH3:3].C(Cl)Cl.C(N(C(C)C)CC)(C)C.[C:20]([OH:23])(=[S:22])[CH3:21]. Given the product [C:20]([S:22][CH2:6][O:5][C:1](=[O:4])[CH2:2][CH3:3])(=[O:23])[CH3:21], predict the reactants needed to synthesize it. (7) Given the product [NH:1]1[CH2:6][CH2:5][CH:4]([CH2:7][C:8]([O:10][CH2:11][CH3:12])=[O:9])[CH2:3][CH2:2]1, predict the reactants needed to synthesize it. The reactants are: [N:1]1[CH:6]=[CH:5][C:4]([CH2:7][C:8]([O:10][CH2:11][CH3:12])=[O:9])=[CH:3][CH:2]=1.Cl.